Task: Predict the reaction yield, written as a fraction of the theoretical maximum amount of product (1.0 means a 100% yield; for example, 0.34 means a 34% yield).. Dataset: Reaction yield outcomes from USPTO patents with 853,638 reactions (1) The reactants are [CH2:1]([N:4]1[CH2:13][CH:12]2[C:14]3[CH:15]=[CH:16][C:17]([O:23]C)=[C:18]([O:21]C)[C:19]=3[O:20][C:10]3[C:11]2=[C:6]([CH:7]=[CH:8][CH:9]=3)[CH2:5]1)[CH:2]=[CH2:3].B(Br)(Br)Br.CO. The catalyst is ClCCl. The product is [CH2:1]([N:4]1[CH2:13][CH:12]2[C:14]3[CH:15]=[CH:16][C:17]([OH:23])=[C:18]([OH:21])[C:19]=3[O:20][C:10]3[C:11]2=[C:6]([CH:7]=[CH:8][CH:9]=3)[CH2:5]1)[CH:2]=[CH2:3]. The yield is 0.610. (2) The catalyst is C1COCC1. The reactants are [CH3:1][C:2]1([C:5]#[C:6][C:7]2[CH:12]=[C:11]([N+:13]([O-:15])=[O:14])[CH:10]=[CH:9][C:8]=2[NH:16]C(=O)CCC)[CH2:4][CH2:3]1.CCCC[N+](CCCC)(CCCC)CCCC.[F-]. The product is [CH3:1][C:2]1([C:5]2[NH:16][C:8]3[C:7]([CH:6]=2)=[CH:12][C:11]([N+:13]([O-:15])=[O:14])=[CH:10][CH:9]=3)[CH2:4][CH2:3]1. The yield is 0.710. (3) The reactants are [H-].[Na+].[N:3]1[CH:8]=[CH:7][CH:6]=[CH:5][C:4]=1[CH2:9][OH:10].[CH:11]([CH:14]1[C:19]2[N:20]=[CH:21][NH:22][C:18]=2[CH2:17][CH2:16][N:15]1[C:23](OCC(Cl)(Cl)Cl)=[O:24])([CH3:13])[CH3:12]. The catalyst is C1COCC1. The product is [CH:11]([CH:14]1[C:19]2[N:20]=[CH:21][NH:22][C:18]=2[CH2:17][CH2:16][N:15]1[C:23]([O:10][CH2:9][C:4]1[CH:5]=[CH:6][CH:7]=[CH:8][N:3]=1)=[O:24])([CH3:13])[CH3:12]. The yield is 0.144. (4) The reactants are [OH:1][CH2:2][C:3]1[N:4]=[C:5]2[CH:14]=[CH:13][CH:12]=[CH:11][N:6]2[C:7](=[O:10])[C:8]=1I.[O-]P([O-])([O-])=O.[K+].[K+].[K+].B1([CH2:32][C:33]2[CH:38]=[CH:37][CH:36]=[CH:35][CH:34]=2)C2CCCC1CCC2.[OH-].[Na+].OO. The catalyst is CN(C=O)C.C(OCC)(=O)C.C1C=CC([PH+]([C]2[CH][CH][CH][CH]2)C2C=CC=CC=2)=CC=1.C1C=CC([PH+]([C]2[CH][CH][CH][CH]2)C2C=CC=CC=2)=CC=1.C(Cl)Cl.Cl[Pd]Cl.[Fe]. The product is [CH2:32]([C:8]1[C:7](=[O:10])[N:6]2[CH:11]=[CH:12][CH:13]=[CH:14][C:5]2=[N:4][C:3]=1[CH2:2][OH:1])[C:33]1[CH:38]=[CH:37][CH:36]=[CH:35][CH:34]=1. The yield is 0.910. (5) The reactants are [F:1][CH:2]([F:5])[CH2:3]Cl.[CH3:6][O:7][C:8]1[CH:15]=[CH:14][C:11]([CH2:12][NH2:13])=[CH:10][CH:9]=1. The catalyst is O. The product is [F:1][CH:2]([F:5])[CH2:3][NH:13][CH2:12][C:11]1[CH:14]=[CH:15][C:8]([O:7][CH3:6])=[CH:9][CH:10]=1. The yield is 0.680.